The task is: Predict the reaction yield, written as a fraction of the theoretical maximum amount of product (1.0 means a 100% yield; for example, 0.34 means a 34% yield).. This data is from Reaction yield outcomes from USPTO patents with 853,638 reactions. (1) No catalyst specified. The yield is 0.820. The reactants are [Br:1][CH2:2][CH2:3][NH:4][C:5]([S:7][C:8]1[CH:21]=[CH:20][CH:19]=[CH:18][C:9]=1[C:10]([NH:12][C:13](=[O:17])[CH2:14][CH2:15][NH2:16])=[O:11])=[O:6].[N:22]1[CH:27]=[CH:26][CH:25]=[CH:24][CH:23]=1. The product is [N+:22]1([CH2:2][CH2:3][NH:4][C:5]([S:7][C:8]2[CH:21]=[CH:20][CH:19]=[CH:18][C:9]=2[C:10]([NH:12][C:13](=[O:17])[CH2:14][CH2:15][NH2:16])=[O:11])=[O:6])[CH:27]=[CH:26][CH:25]=[CH:24][CH:23]=1.[Br-:1]. (2) The reactants are [CH2:1]([C:3]1[N:4]([C:28]2[CH:33]=[CH:32][C:31]([OH:34])=[CH:30][CH:29]=2)[C:5](=[O:27])[C:6]([CH2:12][C:13]2[CH:18]=[CH:17][C:16]([C:19]3[C:20]([C:25]#[N:26])=[CH:21][CH:22]=[CH:23][CH:24]=3)=[CH:15][CH:14]=2)=[C:7]([CH2:9][CH2:10][CH3:11])[N:8]=1)[CH3:2].Br[C:36]1([C:41]([O:43][CH3:44])=[O:42])[CH2:40][CH2:39][CH2:38][CH2:37]1.C(=O)([O-])[O-].[Cs+].[Cs+]. The catalyst is CN(C)C(=O)C. The product is [C:25]([C:20]1[CH:21]=[CH:22][CH:23]=[CH:24][C:19]=1[C:16]1[CH:17]=[CH:18][C:13]([CH2:12][C:6]2[C:5](=[O:27])[N:4]([C:28]3[CH:33]=[CH:32][C:31]([O:34][C:36]4([C:41]([O:43][CH3:44])=[O:42])[CH2:40][CH2:39][CH2:38][CH2:37]4)=[CH:30][CH:29]=3)[C:3]([CH2:1][CH3:2])=[N:8][C:7]=2[CH2:9][CH2:10][CH3:11])=[CH:14][CH:15]=1)#[N:26]. The yield is 0.770. (3) The reactants are [NH2:1][C:2]1[C:7]([CH:8]=O)=[CH:6][N:5]=[C:4]([S:10][CH3:11])[N:3]=1.C[C:13]1[CH:18]=[C:17]([N+:19]([O-:21])=[O:20])[CH:16]=[CH:15][C:14]=1N.[C:23]([BH3-])#[N:24].[Na+]. The catalyst is CN(C=O)C.CC(O)=O.CCO.CCOC(C)=O. The product is [CH3:13][C:14]1[CH:15]=[CH:16][C:17]([N+:19]([O-:21])=[O:20])=[CH:18][C:23]=1[NH:24][CH2:8][C:7]1[C:2]([NH2:1])=[N:3][C:4]([S:10][CH3:11])=[N:5][CH:6]=1. The yield is 0.340. (4) The reactants are Br[C:2]1[C:10]2[C:5](=[N:6][CH:7]=[C:8]([NH:11][C:12](=[O:28])[C:13]3[C:18]([F:19])=[CH:17][CH:16]=[C:15]([NH:20][S:21]([CH2:24][CH2:25][CH3:26])(=[O:23])=[O:22])[C:14]=3[F:27])[CH:9]=2)[NH:4][N:3]=1.[CH3:29][N:30]([CH3:49])[CH2:31][CH2:32][O:33][C:34]1[CH:39]=[CH:38][CH:37]=[C:36](B2OC(C)(C)C(C)(C)O2)[CH:35]=1.C([O-])([O-])=O.[K+].[K+]. The catalyst is CC#N.O.C(OCC)(=O)C.C1C=CC([P]([Pd]([P](C2C=CC=CC=2)(C2C=CC=CC=2)C2C=CC=CC=2)([P](C2C=CC=CC=2)(C2C=CC=CC=2)C2C=CC=CC=2)[P](C2C=CC=CC=2)(C2C=CC=CC=2)C2C=CC=CC=2)(C2C=CC=CC=2)C2C=CC=CC=2)=CC=1. The product is [CH3:29][N:30]([CH3:49])[CH2:31][CH2:32][O:33][C:34]1[CH:35]=[C:36]([C:2]2[C:10]3[C:5](=[N:6][CH:7]=[C:8]([NH:11][C:12](=[O:28])[C:13]4[C:18]([F:19])=[CH:17][CH:16]=[C:15]([NH:20][S:21]([CH2:24][CH2:25][CH3:26])(=[O:23])=[O:22])[C:14]=4[F:27])[CH:9]=3)[NH:4][N:3]=2)[CH:37]=[CH:38][CH:39]=1. The yield is 0.270.